From a dataset of NCI-60 drug combinations with 297,098 pairs across 59 cell lines. Regression. Given two drug SMILES strings and cell line genomic features, predict the synergy score measuring deviation from expected non-interaction effect. Drug 1: CCC1(CC2CC(C3=C(CCN(C2)C1)C4=CC=CC=C4N3)(C5=C(C=C6C(=C5)C78CCN9C7C(C=CC9)(C(C(C8N6C=O)(C(=O)OC)O)OC(=O)C)CC)OC)C(=O)OC)O.OS(=O)(=O)O. Drug 2: C1=NC2=C(N=C(N=C2N1C3C(C(C(O3)CO)O)F)Cl)N. Cell line: MCF7. Synergy scores: CSS=19.4, Synergy_ZIP=-5.24, Synergy_Bliss=1.64, Synergy_Loewe=-0.792, Synergy_HSA=-0.660.